This data is from Forward reaction prediction with 1.9M reactions from USPTO patents (1976-2016). The task is: Predict the product of the given reaction. (1) Given the reactants [Cl:1][C:2]1[CH:7]=[CH:6][CH:5]=[C:4]([Cl:8])[C:3]=1[N:9]1[C:13]([CH2:14]O)=[C:12]([CH:16]([CH3:18])[CH3:17])[CH:11]=[N:10]1.P(Br)(Br)[Br:20], predict the reaction product. The product is: [Br:20][CH2:14][C:13]1[N:9]([C:3]2[C:2]([Cl:1])=[CH:7][CH:6]=[CH:5][C:4]=2[Cl:8])[N:10]=[CH:11][C:12]=1[CH:16]([CH3:18])[CH3:17]. (2) Given the reactants Cl.[NH:2]1[CH2:7]C[C:5]2(C3C(=CC=CC=3)CO2)[CH2:4][CH2:3]1.[F:16][C:17]1[N:22]=[CH:21][C:20]([CH:23]2[CH2:28][CH2:27][NH:26][CH2:25][CH2:24]2)=[CH:19][CH:18]=1.FC1C=C(C(N2CCCC2=O)C(O)=O)C=CC=1F.[F:47][C:48]1[CH:53]=[CH:52][C:51]([CH:54]([C:58]2[CH:63]=[CH:62][C:61]([F:64])=[CH:60][CH:59]=2)[C:55]([OH:57])=O)=[CH:50][CH:49]=1, predict the reaction product. The product is: [F:64][C:61]1[CH:62]=[CH:63][C:58]([CH:54]([C:51]2[CH:50]=[CH:49][C:48]([F:47])=[CH:53][CH:52]=2)[C:55]([N:2]([CH3:7])[CH2:3][CH2:4][CH2:5][N:26]2[CH2:27][CH2:28][CH:23]([C:20]3[CH:21]=[N:22][C:17]([F:16])=[CH:18][CH:19]=3)[CH2:24][CH2:25]2)=[O:57])=[CH:59][CH:60]=1. (3) Given the reactants [CH3:1][C:2]1[C:3]([NH:9][S:10]([C:13]2[CH:18]=[CH:17][C:16]([F:19])=[CH:15][CH:14]=2)(=[O:12])=[O:11])=[N:4][CH:5]=[C:6]([CH3:8])[CH:7]=1.Br[CH2:21][CH:22]([CH3:24])[CH3:23], predict the reaction product. The product is: [CH3:1][C:2]1[C:3]([N:9]([CH2:21][CH:22]([CH3:24])[CH3:23])[S:10]([C:13]2[CH:18]=[CH:17][C:16]([F:19])=[CH:15][CH:14]=2)(=[O:12])=[O:11])=[N:4][CH:5]=[C:6]([CH3:8])[CH:7]=1. (4) Given the reactants [NH2:1][C:2]1[CH:7]=[C:6]([O:8][CH2:9][CH3:10])[CH:5]=[CH:4][C:3]=1[NH:11][C:12](=[O:21])[CH2:13][CH2:14][C:15]1[CH:20]=[CH:19][CH:18]=[CH:17][CH:16]=1.[CH:22](=O)[CH:23]([CH3:25])[CH3:24].[BH3-]C#N.[Na+].NC1C=CC=CC=1, predict the reaction product. The product is: [CH2:9]([O:8][C:6]1[CH:5]=[CH:4][C:3]([NH:11][C:12](=[O:21])[CH2:13][CH2:14][C:15]2[CH:16]=[CH:17][CH:18]=[CH:19][CH:20]=2)=[C:2]([NH:1][CH2:22][CH:23]([CH3:25])[CH3:24])[CH:7]=1)[CH3:10]. (5) Given the reactants O=[C:2]1[O:7][C:6]([C:8]2[CH:13]=[CH:12][CH:11]=[CH:10][C:9]=2[O:14]C(=O)C)=[N:5][C:4]2[CH:18]=[CH:19][CH:20]=[CH:21][C:3]1=2.[O:22]([CH2:29][CH2:30][NH2:31])[C:23]1[CH:28]=[CH:27][CH:26]=[CH:25][CH:24]=1, predict the reaction product. The product is: [OH:14][C:9]1[CH:10]=[CH:11][CH:12]=[CH:13][C:8]=1[C:6]1[N:31]([CH2:30][CH2:29][O:22][C:23]2[CH:28]=[CH:27][CH:26]=[CH:25][CH:24]=2)[C:2](=[O:7])[C:3]2[C:4](=[CH:18][CH:19]=[CH:20][CH:21]=2)[N:5]=1. (6) Given the reactants [C:1]([C:4]12[CH2:11][CH2:10][C:7]([NH:12][CH2:13][C:14]([N:16]3[CH2:20][C@@H:19]([F:21])[CH2:18][C@H:17]3[C:22]#[N:23])=[O:15])([CH2:8][CH2:9]1)[CH2:6][CH2:5]2)([OH:3])=[O:2].[CH:24]1([CH2:27]Br)[CH2:26][CH2:25]1, predict the reaction product. The product is: [CH:24]1([CH2:27][O:2][C:1]([C:4]23[CH2:11][CH2:10][C:7]([NH:12][CH2:13][C:14]([N:16]4[CH2:20][C@@H:19]([F:21])[CH2:18][C@H:17]4[C:22]#[N:23])=[O:15])([CH2:8][CH2:9]2)[CH2:6][CH2:5]3)=[O:3])[CH2:26][CH2:25]1.